This data is from Full USPTO retrosynthesis dataset with 1.9M reactions from patents (1976-2016). The task is: Predict the reactants needed to synthesize the given product. (1) Given the product [CH:1]([NH:15][C:12]1[CH:13]=[CH:14][C:9]([CH2:1][C:2]2[CH:3]=[CH:4][C:5]([NH:8][CH:5]([CH2:6][CH3:7])[CH3:4])=[CH:6][CH:7]=2)=[CH:10][CH:11]=1)([CH2:2][CH3:3])[CH3:9], predict the reactants needed to synthesize it. The reactants are: [CH2:1]([C:9]1[CH:14]=[CH:13][C:12]([NH2:15])=[CH:11][CH:10]=1)[C:2]1[CH:7]=[CH:6][C:5]([NH2:8])=[CH:4][CH:3]=1. (2) The reactants are: Cl.[Cl:2][CH2:3][CH2:4][NH:5][CH2:6][CH2:7][Cl:8].[P:9](Cl)([Cl:12])([Cl:11])=[O:10].C(N(CC)CC)C. Given the product [Cl:2][CH2:3][CH2:4][N:5]([CH2:6][CH2:7][Cl:8])[P:9]([Cl:12])([Cl:11])=[O:10], predict the reactants needed to synthesize it. (3) Given the product [N:27]1([C:25]([C:22]2[CH:21]=[CH:20][C:19]([C:16]3[CH:17]=[CH:18][C:13]4[N:14]([C:10]([C:9]#[C:8][C:6]5[CH:5]=[CH:4][N:3]=[C:2]([NH:1][C:33](=[O:40])[C:34]6[CH:39]=[CH:38][CH:37]=[N:36][CH:35]=6)[CH:7]=5)=[CH:11][N:12]=4)[N:15]=3)=[CH:24][CH:23]=2)=[O:26])[CH2:28][CH2:29][O:30][CH2:31][CH2:32]1, predict the reactants needed to synthesize it. The reactants are: [NH2:1][C:2]1[CH:7]=[C:6]([C:8]#[C:9][C:10]2[N:14]3[N:15]=[C:16]([C:19]4[CH:24]=[CH:23][C:22]([C:25]([N:27]5[CH2:32][CH2:31][O:30][CH2:29][CH2:28]5)=[O:26])=[CH:21][CH:20]=4)[CH:17]=[CH:18][C:13]3=[N:12][CH:11]=2)[CH:5]=[CH:4][N:3]=1.[C:33](O)(=[O:40])[C:34]1[CH:39]=[CH:38][CH:37]=[N:36][CH:35]=1. (4) Given the product [CH2:1]([O:3][C:4](=[O:18])[CH:5]([C:6]1[S:10][CH:9]=[CH:32][C:7]=1[C:11]1[C:16]([Br:17])=[CH:15][CH:14]=[CH:13][N:12]=1)[C:26]1[C:27]([CH2:28][CH2:29][CH3:30])=[C:22]([I:21])[N:23]=[CH:24][N:25]=1)[CH3:2], predict the reactants needed to synthesize it. The reactants are: [CH2:1]([O:3][C:4](=[O:18])[CH2:5][C:6]1[S:10][CH:9]=N[C:7]=1[C:11]1[C:16]([Br:17])=[CH:15][CH:14]=[CH:13][N:12]=1)[CH3:2].[H-].[Na+].[I:21][C:22]1[C:27]([CH2:28][CH2:29][CH3:30])=[C:26](I)[N:25]=[CH:24][N:23]=1.[CH3:32]S(C)=O. (5) Given the product [C:30]([C:8]1[C:7](=[O:35])[N:6]([CH:1]2[CH2:5][CH2:4][CH2:3][CH2:2]2)[C:11]2[N:12]=[C:13]([NH:16][C:17]3[N:22]=[CH:21][C:20]([N:23]4[CH2:24][CH2:25][CH2:26][CH2:27][CH2:28]4)=[CH:19][CH:18]=3)[N:14]=[CH:15][C:10]=2[C:9]=1[CH3:29])(=[O:32])[CH3:31], predict the reactants needed to synthesize it. The reactants are: [CH:1]1([N:6]2[C:11]3[N:12]=[C:13]([NH:16][C:17]4[N:22]=[CH:21][C:20]([N:23]5[CH2:28][CH2:27][CH2:26][CH2:25][CH2:24]5)=[CH:19][CH:18]=4)[N:14]=[CH:15][C:10]=3[C:9]([CH3:29])=[C:8]([C:30]([O:32]CC)=[CH2:31])[C:7]2=[O:35])[CH2:5][CH2:4][CH2:3][CH2:2]1.Cl. (6) Given the product [NH:22]=[C:23]1[N:8]([CH:9]2[CH2:14][CH2:13][CH2:12][N:11]([C:15]([O:17][C:18]([CH3:21])([CH3:20])[CH3:19])=[O:16])[CH2:10]2)[C:3]2[CH:4]=[CH:5][CH:6]=[CH:7][C:2]=2[NH:1]1, predict the reactants needed to synthesize it. The reactants are: [NH2:1][C:2]1[CH:7]=[CH:6][CH:5]=[CH:4][C:3]=1[NH:8][CH:9]1[CH2:14][CH2:13][CH2:12][N:11]([C:15]([O:17][C:18]([CH3:21])([CH3:20])[CH3:19])=[O:16])[CH2:10]1.[N:22]#[C:23]Br.C([O-])(O)=O.[Na+].